From a dataset of Forward reaction prediction with 1.9M reactions from USPTO patents (1976-2016). Predict the product of the given reaction. (1) Given the reactants [CH3:1][C:2]1[C:3](=[O:9])[NH:4][C:5](=[O:8])[NH:6][CH:7]=1.C([O-])([O-])=O.[K+].[K+].Br[CH2:17][CH2:18][CH2:19][CH2:20][CH2:21][Cl:22].C(Cl)Cl, predict the reaction product. The product is: [Cl:22][CH2:21][CH2:20][CH2:19][CH2:18][CH2:17][N:6]1[CH:7]=[C:2]([CH3:1])[C:3](=[O:9])[NH:4][C:5]1=[O:8]. (2) Given the reactants [CH2:1]([C:8]1([N:29]([CH3:31])[CH3:30])[CH2:13][CH2:12][C:11]([C:14]2[NH:15][C:16]3[C:21]([C:22]=2[CH2:23][CH2:24][CH2:25][C:26]([OH:28])=[O:27])=[CH:20][CH:19]=[CH:18][CH:17]=3)=[CH:10][CH2:9]1)[C:2]1[CH:7]=[CH:6][CH:5]=[CH:4][CH:3]=1.[H][H], predict the reaction product. The product is: [CH2:1]([C:8]1([N:29]([CH3:31])[CH3:30])[CH2:13][CH2:12][CH:11]([C:14]2[NH:15][C:16]3[C:21]([C:22]=2[CH2:23][CH2:24][CH2:25][C:26]([OH:28])=[O:27])=[CH:20][CH:19]=[CH:18][CH:17]=3)[CH2:10][CH2:9]1)[C:2]1[CH:7]=[CH:6][CH:5]=[CH:4][CH:3]=1.